From a dataset of Peptide-MHC class I binding affinity with 185,985 pairs from IEDB/IMGT. Regression. Given a peptide amino acid sequence and an MHC pseudo amino acid sequence, predict their binding affinity value. This is MHC class I binding data. (1) The peptide sequence is RRRWQQIL. The MHC is Mamu-B08 with pseudo-sequence Mamu-B08. The binding affinity (normalized) is 0.624. (2) The peptide sequence is YQVEGATRV. The MHC is HLA-B18:01 with pseudo-sequence HLA-B18:01. The binding affinity (normalized) is 0.0847. (3) The peptide sequence is SPLYIDISDV. The MHC is HLA-B07:02 with pseudo-sequence HLA-B07:02. The binding affinity (normalized) is 0.380. (4) The binding affinity (normalized) is 0.213. The MHC is HLA-A30:01 with pseudo-sequence HLA-A30:01. The peptide sequence is FTWQHNYYL. (5) The peptide sequence is YSQGAFTPL. The MHC is BoLA-JSP.1 with pseudo-sequence BoLA-JSP.1. The binding affinity (normalized) is 0.543.